This data is from Peptide-MHC class I binding affinity with 185,985 pairs from IEDB/IMGT. The task is: Regression. Given a peptide amino acid sequence and an MHC pseudo amino acid sequence, predict their binding affinity value. This is MHC class I binding data. (1) The binding affinity (normalized) is 0. The peptide sequence is RTLNAWVKV. The MHC is HLA-B35:01 with pseudo-sequence HLA-B35:01. (2) The peptide sequence is REWGWRIPF. The MHC is HLA-B15:09 with pseudo-sequence HLA-B15:09. The binding affinity (normalized) is 0.0847. (3) The peptide sequence is RIRKDFGKR. The MHC is HLA-B35:01 with pseudo-sequence HLA-B35:01. The binding affinity (normalized) is 0.0847. (4) The peptide sequence is GMHDGTVGK. The MHC is HLA-A68:02 with pseudo-sequence HLA-A68:02. The binding affinity (normalized) is 0.0847. (5) The peptide sequence is NTATTVLLDE. The MHC is HLA-A01:01 with pseudo-sequence HLA-A01:01. The binding affinity (normalized) is 0. (6) The peptide sequence is YTGPDHQEW. The MHC is HLA-A01:01 with pseudo-sequence HLA-A01:01. The binding affinity (normalized) is 0.0847.